Dataset: NCI-60 drug combinations with 297,098 pairs across 59 cell lines. Task: Regression. Given two drug SMILES strings and cell line genomic features, predict the synergy score measuring deviation from expected non-interaction effect. (1) Drug 1: CC1=C(C=C(C=C1)NC2=NC=CC(=N2)N(C)C3=CC4=NN(C(=C4C=C3)C)C)S(=O)(=O)N.Cl. Drug 2: COC1=NC(=NC2=C1N=CN2C3C(C(C(O3)CO)O)O)N. Cell line: K-562. Synergy scores: CSS=11.0, Synergy_ZIP=0.441, Synergy_Bliss=2.49, Synergy_Loewe=-10.1, Synergy_HSA=-3.81. (2) Drug 1: CN1C(=O)N2C=NC(=C2N=N1)C(=O)N. Drug 2: C1=NC2=C(N=C(N=C2N1C3C(C(C(O3)CO)O)F)Cl)N. Cell line: HS 578T. Synergy scores: CSS=1.27, Synergy_ZIP=-2.25, Synergy_Bliss=-3.31, Synergy_Loewe=-12.2, Synergy_HSA=-5.83. (3) Drug 1: C1CC(=O)NC(=O)C1N2CC3=C(C2=O)C=CC=C3N. Drug 2: C1CC(C1)(C(=O)O)C(=O)O.[NH2-].[NH2-].[Pt+2]. Cell line: SK-OV-3. Synergy scores: CSS=17.5, Synergy_ZIP=-4.05, Synergy_Bliss=-2.65, Synergy_Loewe=-1.23, Synergy_HSA=-1.38. (4) Drug 1: C1CN1C2=NC(=NC(=N2)N3CC3)N4CC4. Drug 2: C1=NNC2=C1C(=O)NC=N2. Cell line: U251. Synergy scores: CSS=36.5, Synergy_ZIP=1.13, Synergy_Bliss=-0.862, Synergy_Loewe=-22.1, Synergy_HSA=-2.79.